From a dataset of Catalyst prediction with 721,799 reactions and 888 catalyst types from USPTO. Predict which catalyst facilitates the given reaction. (1) Reactant: Cl.[NH2:2][CH2:3][C:4](=O)[CH2:5][CH2:6][C:7]([OH:9])=[O:8].[C:11]1(=O)[CH2:16][CH2:15][CH2:14][C:13](=[O:17])[CH2:12]1.C([O-])(=O)C.[Na+]. Product: [O:17]=[C:13]1[CH2:14][CH2:15][CH2:16][C:11]2[NH:2][CH:3]=[C:4]([CH2:5][CH2:6][C:7]([OH:9])=[O:8])[C:12]1=2. The catalyst class is: 6. (2) Reactant: Br[C:2]1[CH:3]=[C:4]2[C:8](=[CH:9][CH:10]=1)[N:7]([CH3:11])[C:6]([C:12]([C:14]1[CH:19]=[CH:18][C:17]([F:20])=[CH:16][CH:15]=1)=[O:13])=[CH:5]2.[C:21]([NH2:24])(=[O:23])[CH3:22].[O-]P([O-])([O-])=O.[K+].[K+].[K+].CNCCNC. Product: [F:20][C:17]1[CH:18]=[CH:19][C:14]([C:12]([C:6]2[N:7]([CH3:11])[C:8]3[C:4]([CH:5]=2)=[CH:3][C:2]([NH:24][C:21](=[O:23])[CH3:22])=[CH:10][CH:9]=3)=[O:13])=[CH:15][CH:16]=1. The catalyst class is: 127.